Dataset: Forward reaction prediction with 1.9M reactions from USPTO patents (1976-2016). Task: Predict the product of the given reaction. (1) Given the reactants [CH3:1][CH:2]([CH2:4][CH2:5][CH2:6][C@H:7]([C@@H:9]1[C@:27]2([CH3:28])[C@H:12]([C@H:13]3[C@H:24]([CH2:25][CH2:26]2)[C@:22]2([CH3:23])[C:16]([CH2:17][C@H:18]([CH2:20][CH2:21]2)[OH:19])=[CH:15][CH2:14]3)[CH2:11][CH2:10]1)[CH3:8])[CH3:3].O1CCCCC1[O:35][C:36]1[CH:37]=[C:38]([CH:42]=[C:43]([O:45]C2CCCCO2)[CH:44]=1)[C:39]([OH:41])=[O:40].CC1C=CC(S([O-])(=O)=O)=CC=1.C1C=C[NH+]=CC=1, predict the reaction product. The product is: [CH3:3][CH:2]([CH2:4][CH2:5][CH2:6][C@H:7]([C@@H:9]1[C@:27]2([CH3:28])[C@H:12]([C@H:13]3[C@H:24]([CH2:25][CH2:26]2)[C@:22]2([CH3:23])[C:16]([CH2:17][C@H:18]([CH2:20][CH2:21]2)[OH:19])=[CH:15][CH2:14]3)[CH2:11][CH2:10]1)[CH3:8])[CH3:1].[OH:35][C:36]1[CH:37]=[C:38]([CH:42]=[C:43]([OH:45])[CH:44]=1)[C:39]([OH:41])=[O:40]. (2) Given the reactants [Cl:1][C:2]1[S:6][C:5]([C:7]2[O:11][N:10]=[C:9]([CH2:12][N:13]3[C:17]([C:18]([OH:20])=[O:19])=[CH:16][C:15]([CH2:21][OH:22])=[N:14]3)[CH:8]=2)=[CH:4][CH:3]=1.Br[CH2:24][CH2:25][O:26][CH3:27].Cl, predict the reaction product. The product is: [Cl:1][C:2]1[S:6][C:5]([C:7]2[O:11][N:10]=[C:9]([CH2:12][N:13]3[C:17]([C:18]([OH:20])=[O:19])=[CH:16][C:15]([CH2:21][O:22][CH2:24][CH2:25][O:26][CH3:27])=[N:14]3)[CH:8]=2)=[CH:4][CH:3]=1. (3) Given the reactants [NH:1]([CH:8]1[CH2:13][CH2:12][N:11]([CH2:14][CH2:15][C:16]2[CH:21]=[CH:20][CH:19]=[CH:18][CH:17]=2)[CH2:10][CH2:9]1)[C:2]1[CH:7]=[CH:6][CH:5]=[CH:4][CH:3]=1.ClC(Cl)C.[C:26](Cl)(=[O:29])[CH2:27][CH3:28], predict the reaction product. The product is: [CH3:28][CH2:27][C:26]([N:1]([CH:8]1[CH2:9][CH2:10][N:11]([CH2:14][CH2:15][C:16]2[CH:17]=[CH:18][CH:19]=[CH:20][CH:21]=2)[CH2:12][CH2:13]1)[C:2]1[CH:3]=[CH:4][CH:5]=[CH:6][CH:7]=1)=[O:29].